This data is from Catalyst prediction with 721,799 reactions and 888 catalyst types from USPTO. The task is: Predict which catalyst facilitates the given reaction. Reactant: FC(F)(F)C(O)=O.[CH3:8][S:9]([N:12]([C:20]1[S:35][C:23]2[N:24]([C:29]3[CH:34]=[CH:33][CH:32]=[CH:31][CH:30]=3)[C:25](=[O:28])[CH:26]=[CH:27][C:22]=2[C:21]=1[C:36]1[CH:41]=[CH:40][CH:39]=[CH:38][CH:37]=1)C(=O)OC(C)(C)C)(=[O:11])=[O:10].C([O-])(O)=O.[Na+]. Product: [O:28]=[C:25]1[N:24]([C:29]2[CH:34]=[CH:33][CH:32]=[CH:31][CH:30]=2)[C:23]2[S:35][C:20]([NH:12][S:9]([CH3:8])(=[O:11])=[O:10])=[C:21]([C:36]3[CH:37]=[CH:38][CH:39]=[CH:40][CH:41]=3)[C:22]=2[CH:27]=[CH:26]1. The catalyst class is: 2.